Dataset: Reaction yield outcomes from USPTO patents with 853,638 reactions. Task: Predict the reaction yield, written as a fraction of the theoretical maximum amount of product (1.0 means a 100% yield; for example, 0.34 means a 34% yield). (1) The reactants are Br[C:2]1[CH:3]=[CH:4][C:5]2[C:16]3[CH:15]4[N:11]([CH2:12][CH2:13][CH2:14]4)[CH2:10][CH2:9][C:8]=3[N:7]([CH3:17])[C:6]=2[N:18]=1.[Cl:19][C:20]1[CH:34]=[CH:33][C:23]([CH2:24][O:25][C:26]2[CH:31]=[CH:30][NH:29][C:28](=[O:32])[CH:27]=2)=[C:22]([F:35])[CH:21]=1. No catalyst specified. The product is [ClH:19].[Cl:19][C:20]1[CH:34]=[CH:33][C:23]([CH2:24][O:25][C:26]2[CH:31]=[CH:30][N:29]([C:2]3[CH:3]=[CH:4][C:5]4[C:16]5[CH:15]6[N:11]([CH2:12][CH2:13][CH2:14]6)[CH2:10][CH2:9][C:8]=5[N:7]([CH3:17])[C:6]=4[N:18]=3)[C:28](=[O:32])[CH:27]=2)=[C:22]([F:35])[CH:21]=1. The yield is 0.220. (2) The reactants are [F:1][C:2]([F:12])([F:11])[C:3]1[CH:8]=[CH:7][N:6]=[CH:5][C:4]=1[CH2:9]O.P(Br)(Br)[Br:14].O. The catalyst is C(OCC)C. The product is [Br:14][CH2:9][C:4]1[CH:5]=[N:6][CH:7]=[CH:8][C:3]=1[C:2]([F:12])([F:11])[F:1]. The yield is 0.753. (3) The product is [C:1]1(=[C:7]([C:23]2[CH:28]=[CH:27][C:26]([OH:29])=[CH:25][CH:24]=2)[C:8]2[CH:13]=[CH:12][C:11](/[CH:14]=[CH:15]/[C:16]([OH:18])=[O:17])=[CH:10][CH:9]=2)[CH2:6][CH2:5][CH2:4][CH2:3][CH2:2]1. The reactants are [C:1]1(=[C:7]([C:23]2[CH:28]=[CH:27][C:26]([OH:29])=[CH:25][CH:24]=2)[C:8]2[CH:13]=[CH:12][C:11](/[CH:14]=[CH:15]/[C:16]([O:18]C(C)(C)C)=[O:17])=[CH:10][CH:9]=2)[CH2:6][CH2:5][CH2:4][CH2:3][CH2:2]1.FC(F)(F)C(O)=O.O. The yield is 0.670. The catalyst is C(Cl)Cl.